Predict which catalyst facilitates the given reaction. From a dataset of Catalyst prediction with 721,799 reactions and 888 catalyst types from USPTO. (1) Reactant: [OH:1][C:2]1[CH:3]=[C:4]2[C:8](=[CH:9][C:10]=1[O:11][CH3:12])[C:7](=[O:13])[CH2:6][CH2:5]2.C([O-])([O-])=O.[K+].[K+].[CH2:20](Br)[C:21]1[CH:26]=[CH:25][CH:24]=[CH:23][CH:22]=1. Product: [CH2:20]([O:1][C:2]1[CH:3]=[C:4]2[C:8](=[CH:9][C:10]=1[O:11][CH3:12])[C:7](=[O:13])[CH2:6][CH2:5]2)[C:21]1[CH:26]=[CH:25][CH:24]=[CH:23][CH:22]=1. The catalyst class is: 21. (2) Reactant: [CH2:1]([N:8]1[C:16]2[C:11](=[C:12]([NH:17][C:18]3[N:27]=[CH:26][C:25]([CH:28]4[CH2:30][CH2:29]4)=[CH:24][C:19]=3[C:20]([O:22]C)=[O:21])[CH:13]=[CH:14][CH:15]=2)[CH:10]=[CH:9]1)[C:2]1[CH:7]=[CH:6][CH:5]=[CH:4][CH:3]=1.[OH-].[Na+]. Product: [CH2:1]([N:8]1[C:16]2[C:11](=[C:12]([NH:17][C:18]3[N:27]=[CH:26][C:25]([CH:28]4[CH2:30][CH2:29]4)=[CH:24][C:19]=3[C:20]([OH:22])=[O:21])[CH:13]=[CH:14][CH:15]=2)[CH:10]=[CH:9]1)[C:2]1[CH:3]=[CH:4][CH:5]=[CH:6][CH:7]=1. The catalyst class is: 111. (3) Reactant: [CH2:1]([N:6]1[C:14]2[N:13]=[CH:12][NH:11][C:10]=2[C:9](=[O:15])[NH:8]/[C:7]/1=[N:16]\[NH2:17])[CH2:2][CH2:3][CH2:4][CH3:5].O=[CH:19][CH2:20][CH2:21][C:22]([OH:24])=[O:23]. Product: [O:15]=[C:9]1[NH:8]/[C:7](=[N:16]\[N:17]=[CH:19]\[CH2:20][CH2:21][C:22]([OH:24])=[O:23])/[N:6]([CH2:1][CH2:2][CH2:3][CH2:4][CH3:5])[C:14]2[N:13]=[CH:12][NH:11][C:10]1=2. The catalyst class is: 14. (4) Reactant: S(O)(O)(=O)=O.[NH2:6][C:7]1[N:12]=[C:11]([NH2:13])[N:10]=[C:9]([NH2:14])[C:8]=1[NH2:15].[Cl-].[Ba+2].[Cl-].[OH:19][CH:20](O)[C:21](=O)[CH3:22].O.Cl.N[C@H](C(O)=O)CS. Product: [NH2:13][C:11]1[N:12]=[C:7]([NH2:6])[C:8]2[C:9](=[N:14][CH:22]=[C:21]([CH2:20][OH:19])[N:15]=2)[N:10]=1. The catalyst class is: 6. (5) Reactant: [O:1]1[C:5]([C:6]2[CH:7]=[C:8]([CH:10]=[C:11]([C:13]([F:16])([F:15])[F:14])[CH:12]=2)[NH2:9])=[CH:4][N:3]=[CH:2]1.[Cl:17][C:18]1[CH:19]=[C:20]([CH:24]=[CH:25][CH:26]=1)[C:21](Cl)=[O:22].C(N(CC)CC)C.O. Product: [Cl:17][C:18]1[CH:19]=[C:20]([CH:24]=[CH:25][CH:26]=1)[C:21]([NH:9][C:8]1[CH:10]=[C:11]([C:13]([F:14])([F:15])[F:16])[CH:12]=[C:6]([C:5]2[O:1][CH:2]=[N:3][CH:4]=2)[CH:7]=1)=[O:22]. The catalyst class is: 1. (6) Reactant: Cl[C:2]1[CH:3]=[C:4]([CH:7]=[C:8]([Cl:10])[N:9]=1)[C:5]#[N:6].CN1C(=O)CCC1.[F:18][C:19]1[CH:20]=[C:21]([CH2:25][NH2:26])[CH:22]=[CH:23][CH:24]=1. Product: [Cl:10][C:8]1[CH:7]=[C:4]([CH:3]=[C:2]([NH:26][CH2:25][C:21]2[CH:22]=[CH:23][CH:24]=[C:19]([F:18])[CH:20]=2)[N:9]=1)[C:5]#[N:6]. The catalyst class is: 25. (7) Reactant: [ClH:1].C(OC([N:9]1[CH2:15][CH2:14][N:13]([O:16][CH3:17])[CH2:12][CH2:11][N:10]1C(OC(C)(C)C)=O)=O)(C)(C)C.Cl.O1CCOCC1. Product: [ClH:1].[CH3:17][O:16][N:13]1[CH2:14][CH2:15][NH:9][NH:10][CH2:11][CH2:12]1. The catalyst class is: 13.